Dataset: Forward reaction prediction with 1.9M reactions from USPTO patents (1976-2016). Task: Predict the product of the given reaction. (1) Given the reactants COC(=O)[C:4]1[CH:9]=[CH:8][CH:7]=[C:6]([NH:10][C:11](=[O:38])[CH2:12][N:13]2[N:19]=[C:18]([CH:20]3C[CH2:24][CH2:23][CH2:22][CH2:21]3)[C:17]3[CH:26]=[CH:27][CH:28]=[CH:29][C:16]=3[N:15]([CH2:30][C:31](=[O:36])[C:32]([CH3:35])([CH3:34])[CH3:33])[C:14]2=[O:37])[CH:5]=1.NC1C=C([C:47]2[N:48]=[N:49][N:50]([CH2:52][O:53][C:54](=[O:59])[C:55]([CH3:58])([CH3:57])[CH3:56])[N:51]=2)C=CC=1, predict the reaction product. The product is: [CH:20]1([C:18]2[C:17]3[CH:16]=[CH:29][CH:28]=[CH:27][C:26]=3[N:15]([CH2:30][C:31](=[O:36])[C:32]([CH3:33])([CH3:35])[CH3:34])[C:14](=[O:37])[N:13]([CH2:12][C:11]([NH:10][C:6]3[CH:5]=[C:4]([C:47]4[N:48]=[N:49][N:50]([CH2:52][O:53][C:54](=[O:59])[C:55]([CH3:57])([CH3:56])[CH3:58])[N:51]=4)[CH:9]=[CH:8][CH:7]=3)=[O:38])[N:19]=2)[CH2:24][CH2:23][CH2:22][CH2:21]1. (2) Given the reactants Cl[C:2]1[CH:7]=[C:6]([N:8]2[CH2:13][CH2:12][O:11][CH2:10][C@H:9]2[CH:14]([CH3:16])[CH3:15])[N:5]=[C:4]([NH2:17])[N:3]=1.[C:18]([C:20]1[C:25]([F:26])=[CH:24][C:23](B(O)O)=[CH:22][C:21]=1[F:30])#[N:19].C1(P(C2CCCCC2)C2CCCCC2)CCCCC1.[O-]P([O-])([O-])=O.[K+].[K+].[K+], predict the reaction product. The product is: [NH2:17][C:4]1[N:3]=[C:2]([C:23]2[CH:24]=[C:25]([F:26])[C:20]([C:18]#[N:19])=[C:21]([F:30])[CH:22]=2)[CH:7]=[C:6]([N:8]2[CH2:13][CH2:12][O:11][CH2:10][C@H:9]2[CH:14]([CH3:16])[CH3:15])[N:5]=1.